From a dataset of Full USPTO retrosynthesis dataset with 1.9M reactions from patents (1976-2016). Predict the reactants needed to synthesize the given product. Given the product [N:16]1([C:25]([NH:27][C:28]2[CH:33]=[CH:32][C:31]([CH2:34][C:35]([NH:1][C:2]3[CH:3]=[CH:4][C:5]([C@H:8]([CH3:15])[CH2:9][C:10]([O:12][CH2:13][CH3:14])=[O:11])=[CH:6][CH:7]=3)=[O:36])=[CH:30][C:29]=2[O:38][CH3:39])=[O:26])[C:24]2[C:19](=[CH:20][CH:21]=[CH:22][CH:23]=2)[CH2:18][CH2:17]1, predict the reactants needed to synthesize it. The reactants are: [NH2:1][C:2]1[CH:7]=[CH:6][C:5]([C@H:8]([CH3:15])[CH2:9][C:10]([O:12][CH2:13][CH3:14])=[O:11])=[CH:4][CH:3]=1.[N:16]1([C:25]([NH:27][C:28]2[CH:33]=[CH:32][C:31]([CH2:34][C:35](O)=[O:36])=[CH:30][C:29]=2[O:38][CH3:39])=[O:26])[C:24]2[C:19](=[CH:20][CH:21]=[CH:22][CH:23]=2)[CH2:18][CH2:17]1.F[P-](F)(F)(F)(F)F.N1(OC(N(C)C)=[N+](C)C)C2N=CC=CC=2N=N1.C(N(C(C)C)CC)(C)C.